Dataset: Full USPTO retrosynthesis dataset with 1.9M reactions from patents (1976-2016). Task: Predict the reactants needed to synthesize the given product. (1) Given the product [C:20]([O:24][C:25](=[O:34])[NH:26][CH2:27][CH:28]1[CH:32]([F:33])[CH2:31][N:30]([C:7]2[C:6]([CH3:15])=[C:5]3[C:10]([C:11](=[O:12])[N:2]([NH2:1])[C:3](=[O:19])[N:4]3[CH:16]3[CH2:18][CH2:17]3)=[CH:9][C:8]=2[F:13])[CH2:29]1)([CH3:23])([CH3:21])[CH3:22], predict the reactants needed to synthesize it. The reactants are: [NH2:1][N:2]1[C:11](=[O:12])[C:10]2[C:5](=[C:6]([CH3:15])[C:7](F)=[C:8]([F:13])[CH:9]=2)[N:4]([CH:16]2[CH2:18][CH2:17]2)[C:3]1=[O:19].[C:20]([O:24][C:25](=[O:34])[NH:26][CH2:27][C@H:28]1[C@H:32]([F:33])[CH2:31][NH:30][CH2:29]1)([CH3:23])([CH3:22])[CH3:21].C(N(CC)CC)C. (2) Given the product [OH:18][CH2:17][CH2:16][O:15][CH2:14][CH2:13][N:2]1[C:9]([C:7]([OH:11])([CH3:8])[CH3:6])=[CH:10][N:4]=[N:3]1, predict the reactants needed to synthesize it. The reactants are: O.[N-:2]=[N+:3]=[N-:4].[Na+].[CH3:6][C:7]([OH:11])([C:9]#[CH:10])[CH3:8].Cl[CH2:13][CH2:14][O:15][CH2:16][CH2:17][OH:18].